From a dataset of CYP2D6 inhibition data for predicting drug metabolism from PubChem BioAssay. Regression/Classification. Given a drug SMILES string, predict its absorption, distribution, metabolism, or excretion properties. Task type varies by dataset: regression for continuous measurements (e.g., permeability, clearance, half-life) or binary classification for categorical outcomes (e.g., BBB penetration, CYP inhibition). Dataset: cyp2d6_veith. (1) The compound is Cl.N/C(=N\O)C1COc2ccccc2O1. The result is 0 (non-inhibitor). (2) The drug is CCOC(=O)c1c(NC(=O)CCc2ccc(CC)o2)sc(C)c1C. The result is 0 (non-inhibitor). (3) The result is 0 (non-inhibitor). The drug is CCCC1(C(=O)OC)C=C2C(=C(c3ccccc3)C(=O)C2C)CN1. (4) The molecule is CNc1cnn(-c2ccccc2)c(=O)c1Cl. The result is 0 (non-inhibitor). (5) The result is 1 (inhibitor). The molecule is COC(=O)/C=C/CSC1=N/C(=C/c2ccc(-n3cncn3)cc2)C(=O)N1. (6) The compound is CN1CCN(c2ncc3ncc(=O)n(C)c3n2)CC1. The result is 0 (non-inhibitor). (7) The drug is CC(C)(C)C(=O)Nc1ccc2c(c1)-c1cc(NC(=O)C(C)(C)C)ccc1C2. The result is 0 (non-inhibitor).